This data is from Reaction yield outcomes from USPTO patents with 853,638 reactions. The task is: Predict the reaction yield, written as a fraction of the theoretical maximum amount of product (1.0 means a 100% yield; for example, 0.34 means a 34% yield). (1) The reactants are [C:1]([C:5]1[O:6][C:7]2[C:13]([S:14](Cl)(=[O:16])=[O:15])=[C:12]([Cl:18])[CH:11]=[CH:10][C:8]=2[N:9]=1)([CH3:4])([CH3:3])[CH3:2].C(N(CC)CC)C.[C:26]([O:30][C:31]([N:33]1[CH2:38][CH2:37][NH:36][CH2:35][CH2:34]1)=[O:32])([CH3:29])([CH3:28])[CH3:27]. The catalyst is C1COCC1. The product is [C:26]([O:30][C:31]([N:33]1[CH2:38][CH2:37][N:36]([S:14]([C:13]2[C:7]3[O:6][C:5]([C:1]([CH3:4])([CH3:3])[CH3:2])=[N:9][C:8]=3[CH:10]=[CH:11][C:12]=2[Cl:18])(=[O:16])=[O:15])[CH2:35][CH2:34]1)=[O:32])([CH3:29])([CH3:27])[CH3:28]. The yield is 0.670. (2) The catalyst is C(OCC)(=O)C.O. The product is [Cl:21][C:22]1[CH:29]=[CH:28][C:25]([CH2:26][N:10]2[C:11]3[C:16](=[CH:15][CH:14]=[CH:13][CH:12]=3)[CH:17]=[C:18]([CH:19]=[O:20])[C:9]2=[O:8])=[CH:24][CH:23]=1. The reactants are [H-].[Na+].CN(C=O)C.[O:8]=[C:9]1[C:18]([CH:19]=[O:20])=[CH:17][C:16]2[C:11](=[CH:12][CH:13]=[CH:14][CH:15]=2)[NH:10]1.[Cl:21][C:22]1[CH:29]=[CH:28][C:25]([CH2:26]Br)=[CH:24][CH:23]=1. The yield is 0.720.